Dataset: Reaction yield outcomes from USPTO patents with 853,638 reactions. Task: Predict the reaction yield, written as a fraction of the theoretical maximum amount of product (1.0 means a 100% yield; for example, 0.34 means a 34% yield). (1) The reactants are [CH3:1][N:2]1[CH2:10][CH2:9][CH:5]([C:6]([NH2:8])=O)[CH2:4][CH2:3]1.[H-].[Al+3].[Li+].[H-].[H-].[H-].O.[OH-].[Na+]. The catalyst is C1COCC1. The product is [NH2:8][CH2:6][CH:5]1[CH2:9][CH2:10][N:2]([CH3:1])[CH2:3][CH2:4]1. The yield is 0.110. (2) The reactants are CC(OC(/N=N/C(OC(C)C)=O)=O)C.[Br:15][C:16]1[CH:21]=[CH:20][C:19]([C:22]2[C:33](=[O:34])[NH:32][C:25]3[N:26]=[C:27]([S:30][CH3:31])[N:28]=[CH:29][C:24]=3[CH:23]=2)=[C:18]([Cl:35])[CH:17]=1.O[CH2:37][CH:38]1[CH2:43][CH2:42][N:41]([C:44]([O:46][C:47]([CH3:50])([CH3:49])[CH3:48])=[O:45])[CH2:40][CH2:39]1.C1C=CC(P(C2C=CC=CC=2)C2C=CC=CC=2)=CC=1. The catalyst is CN(C=O)C. The product is [Br:15][C:16]1[CH:21]=[CH:20][C:19]([C:22]2[C:33](=[O:34])[N:32]([CH2:37][CH:38]3[CH2:43][CH2:42][N:41]([C:44]([O:46][C:47]([CH3:48])([CH3:50])[CH3:49])=[O:45])[CH2:40][CH2:39]3)[C:25]3[N:26]=[C:27]([S:30][CH3:31])[N:28]=[CH:29][C:24]=3[CH:23]=2)=[C:18]([Cl:35])[CH:17]=1. The yield is 0.590. (3) The reactants are [N:1]1[CH:6]=[CH:5][CH:4]=[CH:3][C:2]=1[S:7][S:8][CH2:9][CH2:10][CH:11]([S:15]([OH:18])(=[O:17])=[O:16])[C:12]([OH:14])=[O:13].C(N=C=NCCCN(C)C)C.O[N:31]1[C:35](=[O:36])[CH2:34][CH2:33][C:32]1=[O:37]. The catalyst is CC(N(C)C)=O. The product is [O:37]=[C:32]1[CH2:33][CH2:34][C:35](=[O:36])[N:31]1[O:13][C:12](=[O:14])[CH:11]([S:15]([OH:18])(=[O:16])=[O:17])[CH2:10][CH2:9][S:8][S:7][C:2]1[CH:3]=[CH:4][CH:5]=[CH:6][N:1]=1. The yield is 0.800.